This data is from Catalyst prediction with 721,799 reactions and 888 catalyst types from USPTO. The task is: Predict which catalyst facilitates the given reaction. (1) Reactant: C([O:9][C@H:10]1[CH2:13][C@H:12]([C:14]2[CH:19]=[CH:18][CH:17]=[CH:16][CH:15]=2)[CH2:11]1)(=O)C1C=CC=CC=1.[Li+].[OH-]. Product: [C:14]1([C@H:12]2[CH2:11][C@H:10]([OH:9])[CH2:13]2)[CH:19]=[CH:18][CH:17]=[CH:16][CH:15]=1. The catalyst class is: 5. (2) Reactant: [F:1][C:2]1[CH:7]=[CH:6][C:5]([C:8]2[C:17]([N:18]([CH:20]([CH3:22])[CH3:21])[CH3:19])=[N:16][C:15]3[C:10](=[CH:11][CH:12]=[C:13]([C:23]([O:25]C)=[O:24])[CH:14]=3)[N:9]=2)=[CH:4][CH:3]=1.[OH-].[Na+]. Product: [F:1][C:2]1[CH:3]=[CH:4][C:5]([C:8]2[C:17]([N:18]([CH:20]([CH3:22])[CH3:21])[CH3:19])=[N:16][C:15]3[C:10](=[CH:11][CH:12]=[C:13]([C:23]([OH:25])=[O:24])[CH:14]=3)[N:9]=2)=[CH:6][CH:7]=1. The catalyst class is: 24. (3) Reactant: C(=O)([O-])[O-].[K+].[K+].CO.C([O:12][C:13]1[CH:38]=[CH:37][C:16]([C:17]([NH:19][C:20]2[CH:28]=[C:27]([CH2:29][CH2:30][C:31]3[CH:36]=[CH:35][CH:34]=[CH:33][CH:32]=3)[CH:26]=[CH:25][C:21]=2[C:22]([OH:24])=[O:23])=[O:18])=[CH:15][CH:14]=1)(=O)C. Product: [OH:12][C:13]1[CH:14]=[CH:15][C:16]([C:17]([NH:19][C:20]2[CH:28]=[C:27]([CH2:29][CH2:30][C:31]3[CH:32]=[CH:33][CH:34]=[CH:35][CH:36]=3)[CH:26]=[CH:25][C:21]=2[C:22]([OH:24])=[O:23])=[O:18])=[CH:37][CH:38]=1. The catalyst class is: 7. (4) Reactant: C([S:4][CH:5]1[CH2:10][CH2:9][N:8]([CH:11]([C:17]2[CH:22]=[CH:21][CH:20]=[CH:19][C:18]=2[F:23])[C:12]([CH:14]2[CH2:16][CH2:15]2)=[O:13])[CH2:7]/[C:6]/1=[CH:24]\[C:25]1[O:26][CH:27]=[CH:28][CH:29]=1)(=O)C.C(=O)([O-])[O-].[K+].[K+].O. Product: [CH:14]1([C:12](=[O:13])[CH:11]([N:8]2[CH2:9][CH2:10][CH:5]([SH:4])/[C:6](=[CH:24]/[C:25]3[O:26][CH:27]=[CH:28][CH:29]=3)/[CH2:7]2)[C:17]2[CH:22]=[CH:21][CH:20]=[CH:19][C:18]=2[F:23])[CH2:16][CH2:15]1. The catalyst class is: 5. (5) Reactant: [OH:1][C:2]1[CH:10]=[CH:9][CH:8]=[C:7]2[C:3]=1[CH:4]=[C:5]([C:12]([OH:14])=[O:13])[N:6]2[CH3:11].C(N(CC)CC)C.[C:22](Cl)(=[O:24])[CH3:23]. Product: [C:22]([O:1][C:2]1[CH:10]=[CH:9][CH:8]=[C:7]2[C:3]=1[CH:4]=[C:5]([C:12]([OH:14])=[O:13])[N:6]2[CH3:11])(=[O:24])[CH3:23]. The catalyst class is: 4.